Dataset: Forward reaction prediction with 1.9M reactions from USPTO patents (1976-2016). Task: Predict the product of the given reaction. (1) Given the reactants Br[CH2:2][C:3]([CH:5]1[CH2:10][CH2:9][CH2:8][CH2:7][CH2:6]1)=O.[NH2:11][C:12]1[CH:17]=[CH:16][CH:15]=[CH:14][C:13]=1[C:18](=[S:20])[NH2:19], predict the reaction product. The product is: [CH:5]1([C:3]2[N:19]=[C:18]([C:13]3[CH:14]=[CH:15][CH:16]=[CH:17][C:12]=3[NH2:11])[S:20][CH:2]=2)[CH2:10][CH2:9][CH2:8][CH2:7][CH2:6]1. (2) Given the reactants [NH2:1][C@@H:2]([C:4]([OH:6])=[O:5])[CH3:3].C(=O)([O-])[O-].[Na+].[Na+].[C:13](O[C:13]([O:15][C:16]([CH3:19])([CH3:18])[CH3:17])=[O:14])([O:15][C:16]([CH3:19])([CH3:18])[CH3:17])=[O:14], predict the reaction product. The product is: [C:13]([NH:1][C@@H:2]([C:4]([OH:6])=[O:5])[CH3:3])([O:15][C:16]([CH3:19])([CH3:18])[CH3:17])=[O:14]. (3) Given the reactants [CH3:1][C:2]1[CH:3]=[C:4]([C:8]2[N:9]=[C:10]3[CH:15]=[CH:14][CH:13]=[N:12][N:11]3[C:16]=2[C:17]2[CH:22]=[CH:21][N:20]=[C:19]([NH2:23])[CH:18]=2)[CH:5]=[CH:6][CH:7]=1.C(N(CC)CC)C.[C:31](Cl)(=[O:38])[C:32]1[CH:37]=[CH:36][CH:35]=[CH:34][CH:33]=1.C(=O)([O-])O.[Na+].N.C(O)C, predict the reaction product. The product is: [CH3:1][C:2]1[CH:3]=[C:4]([C:8]2[N:9]=[C:10]3[CH:15]=[CH:14][CH:13]=[N:12][N:11]3[C:16]=2[C:17]2[CH:22]=[CH:21][N:20]=[C:19]([NH:23][C:31](=[O:38])[C:32]3[CH:37]=[CH:36][CH:35]=[CH:34][CH:33]=3)[CH:18]=2)[CH:5]=[CH:6][CH:7]=1.